Dataset: Full USPTO retrosynthesis dataset with 1.9M reactions from patents (1976-2016). Task: Predict the reactants needed to synthesize the given product. (1) Given the product [Cl:15][C:4]1[C:5]2[N:10]=[CH:9][CH:8]=[CH:7][C:6]=2[N:1]=[CH:2][N:3]=1, predict the reactants needed to synthesize it. The reactants are: [N:1]1[C:6]2[CH:7]=[CH:8][CH:9]=[N:10][C:5]=2[C:4](O)=[N:3][CH:2]=1.C(Cl)(=O)C([Cl:15])=O. (2) Given the product [NH2:1][C:2]1[C:10]([F:11])=[CH:9][CH:8]=[CH:7][C:3]=1[C:4]([NH2:14])=[O:5], predict the reactants needed to synthesize it. The reactants are: [NH2:1][C:2]1[C:10]([F:11])=[CH:9][CH:8]=[CH:7][C:3]=1[C:4](O)=[O:5].C([N:14]=C=NCCCN(C)C)C.[Cl-].[NH4+].CCN(C(C)C)C(C)C. (3) The reactants are: [NH2:1][C:2]1[C:7]([O:8]CC2C=CC=CC=2)=[CH:6][CH:5]=[CH:4][C:3]=1[NH:16][C:17]1[C:25]2[O:24][CH2:23][C@@H:22]([N:26]([C:41](=[O:46])[C:42]([F:45])([F:44])[F:43])[C:27]3[CH:40]=[CH:39][C:30]4[C@H:31]([CH2:34][C:35]([O:37][CH3:38])=[O:36])[CH2:32][O:33][C:29]=4[CH:28]=3)[C:21]=2[CH:20]=[CH:19][CH:18]=1.[C:47](Cl)(=O)[CH2:48][CH3:49]. Given the product [CH2:48]([C:49]1[N:16]([C:17]2[C:25]3[O:24][CH2:23][C@@H:22]([N:26]([C:41](=[O:46])[C:42]([F:44])([F:43])[F:45])[C:27]4[CH:40]=[CH:39][C:30]5[C@H:31]([CH2:34][C:35]([O:37][CH3:38])=[O:36])[CH2:32][O:33][C:29]=5[CH:28]=4)[C:21]=3[CH:20]=[CH:19][CH:18]=2)[C:3]2[CH:4]=[CH:5][CH:6]=[C:7]([OH:8])[C:2]=2[N:1]=1)[CH3:47], predict the reactants needed to synthesize it.